From a dataset of Forward reaction prediction with 1.9M reactions from USPTO patents (1976-2016). Predict the product of the given reaction. (1) Given the reactants [H-].[Al+3].[Li+].[H-].[H-].[H-].[Cl:7][C:8]1[C:12]([CH3:13])=[CH:11][S:10][C:9]=1[C:14](OC)=[O:15].Cl, predict the reaction product. The product is: [Cl:7][C:8]1[C:12]([CH3:13])=[CH:11][S:10][C:9]=1[CH2:14][OH:15]. (2) Given the reactants C1(C2N=C(C=C3CCNCC3)ON=2)C=CC=CC=1.C(OC([N:26]1[CH2:31][CH2:30][C:29](=[CH:32][C:33]2[O:37][N:36]=[C:35]([C:38]3[CH:43]=[CH:42][CH:41]=[C:40]([Cl:44])[CH:39]=3)[N:34]=2)[CH2:28][CH2:27]1)=O)(C)(C)C, predict the reaction product. The product is: [Cl:44][C:40]1[CH:39]=[C:38]([C:35]2[N:34]=[C:33]([CH:32]=[C:29]3[CH2:30][CH2:31][NH:26][CH2:27][CH2:28]3)[O:37][N:36]=2)[CH:43]=[CH:42][CH:41]=1.